This data is from Reaction yield outcomes from USPTO patents with 853,638 reactions. The task is: Predict the reaction yield, written as a fraction of the theoretical maximum amount of product (1.0 means a 100% yield; for example, 0.34 means a 34% yield). The reactants are [OH:1][CH2:2][CH2:3][N:4]([CH2:12][C:13]([N:15]1[CH2:20][CH2:19][S:18][C:17]2[CH:21]=[CH:22][C:23]([N+:25]([O-:27])=[O:26])=[CH:24][C:16]1=2)=O)[C:5](=[O:11])[O:6][C:7]([CH3:10])([CH3:9])[CH3:8].B.O1CCCC1. The catalyst is O1CCCC1.C(OCC)(=O)C. The product is [OH:1][CH2:2][CH2:3][N:4]([CH2:12][CH2:13][N:15]1[CH2:20][CH2:19][S:18][C:17]2[CH:21]=[CH:22][C:23]([N+:25]([O-:27])=[O:26])=[CH:24][C:16]1=2)[C:5](=[O:11])[O:6][C:7]([CH3:9])([CH3:10])[CH3:8]. The yield is 0.990.